Dataset: Reaction yield outcomes from USPTO patents with 853,638 reactions. Task: Predict the reaction yield, written as a fraction of the theoretical maximum amount of product (1.0 means a 100% yield; for example, 0.34 means a 34% yield). The reactants are [N+:1]([C:4]1[C:12]([O:13][CH3:14])=[C:11]([CH3:15])[C:10]([O:16][CH3:17])=[CH:9][C:5]=1[C:6]([OH:8])=O)([O-:3])=[O:2].C(Cl)(=O)C(Cl)=O.CC1[C:33](OC)=[CH:32][C:28](C(Cl)=O)=[C:27]([N+:36]([O-])=O)[C:26]=1[O:39]C.N1(CO)CCCC1. The catalyst is CN(C=O)C.C(Cl)Cl. The product is [CH3:15][C:11]1[C:10]([O:16][CH3:17])=[CH:9][C:5]([C:6]([N:36]2[CH2:33][CH2:32][CH2:28][CH:27]2[CH2:26][OH:39])=[O:8])=[C:4]([N+:1]([O-:3])=[O:2])[C:12]=1[O:13][CH3:14]. The yield is 0.430.